From a dataset of Catalyst prediction with 721,799 reactions and 888 catalyst types from USPTO. Predict which catalyst facilitates the given reaction. (1) Reactant: C(OC([N:8]1[CH2:13][CH2:12][CH:11]([O:14][N:15]=[C:16]2[CH2:21][CH2:20][N:19]([C:22]3[CH:27]=[C:26]([F:28])[C:25]([Br:29])=[CH:24][C:23]=3[F:30])[CH2:18][CH2:17]2)[CH2:10][CH2:9]1)=O)(C)(C)C. Product: [NH:8]1[CH2:13][CH2:12][CH:11]([O:14][N:15]=[C:16]2[CH2:21][CH2:20][N:19]([C:22]3[CH:27]=[C:26]([F:28])[C:25]([Br:29])=[CH:24][C:23]=3[F:30])[CH2:18][CH2:17]2)[CH2:10][CH2:9]1. The catalyst class is: 137. (2) Reactant: [NH2:1][C@H:2]([C:6]([OH:8])=[O:7])[CH:3]([CH3:5])[CH3:4].C([O-])(O)=O.[Na+].[C:14](Cl)([O:16][CH2:17][CH:18]1[C:30]2[C:25](=[CH:26][CH:27]=[CH:28][CH:29]=2)[C:24]2[C:19]1=[CH:20][CH:21]=[CH:22][CH:23]=2)=[O:15].Cl. Product: [NH:1]([C:14]([O:16][CH2:17][CH:18]1[C:19]2[C:24](=[CH:23][CH:22]=[CH:21][CH:20]=2)[C:25]2[C:30]1=[CH:29][CH:28]=[CH:27][CH:26]=2)=[O:15])[C@H:2]([C:6]([OH:8])=[O:7])[CH:3]([CH3:5])[CH3:4]. The catalyst class is: 127. (3) Reactant: Cl[CH2:2][CH:3]([OH:11])[CH2:4][N:5]1[CH2:10][CH2:9][O:8][CH2:7][CH2:6]1.[NH3:12]. Product: [NH2:12][CH2:2][CH:3]([OH:11])[CH2:4][N:5]1[CH2:10][CH2:9][O:8][CH2:7][CH2:6]1. The catalyst class is: 5. (4) Reactant: [Na].[NH2:2][C:3]1[N:11]=[C:10]2[C:6]([N:7]=[CH:8][N:9]2[CH2:12][C:13]([OH:15])=[O:14])=[C:5](Cl)[N:4]=1.[OH-].[Na+].[CH2:19]([OH:26])[C:20]1[CH:25]=[CH:24][CH:23]=[CH:22][CH:21]=1. Product: [NH2:2][C:3]1[N:11]=[C:10]2[C:6]([N:7]=[CH:8][N:9]2[CH2:12][C:13]([OH:15])=[O:14])=[C:5]([O:26][CH2:19][C:20]2[CH:25]=[CH:24][CH:23]=[CH:22][CH:21]=2)[N:4]=1. The catalyst class is: 3. (5) Reactant: CC(N(C)C)=O.[CH3:7][C@H:8]1[CH2:13][CH2:12][CH2:11][C@@H:10]([CH3:14])[N:9]1[CH2:15][CH2:16][NH:17][C:18]([C@@H:20]1[CH2:25][CH2:24][CH2:23][CH2:22][NH:21]1)=[O:19].Cl[C:27]1[N:31](C(OC(C)(C)C)=O)[C:30]2[CH:39]=[CH:40][C:41]([C:43]([F:46])([F:45])[F:44])=[CH:42][C:29]=2[N:28]=1. Product: [CH2:8]([NH:9][CH2:10][CH3:11])[CH3:7].[CH3:14][C@H:10]1[CH2:11][CH2:12][CH2:13][C@@H:8]([CH3:7])[N:9]1[CH2:15][CH2:16][NH:17][C:18]([C@@H:20]1[CH2:25][CH2:24][CH2:23][CH2:22][N:21]1[C:27]1[NH:28][C:29]2[CH:42]=[C:41]([C:43]([F:46])([F:45])[F:44])[CH:40]=[CH:39][C:30]=2[N:31]=1)=[O:19]. The catalyst class is: 113. (6) Reactant: [CH:1]([NH2:3])=[S:2].[CH2:4]([O:6][C:7](=[O:20])[CH:8](Br)[C:9]([C:11]1[CH:16]=[CH:15][CH:14]=[CH:13][C:12]=1[O:17][CH3:18])=O)[CH3:5]. Product: [CH2:4]([O:6][C:7]([C:8]1[S:2][CH:1]=[N:3][C:9]=1[C:11]1[CH:16]=[CH:15][CH:14]=[CH:13][C:12]=1[O:17][CH3:18])=[O:20])[CH3:5]. The catalyst class is: 14. (7) Reactant: [OH-].[Na+].Cl[C:4]1[N:12]=[C:11]([Cl:13])[CH:10]=[C:9]([NH:14][C:15]2[CH:20]=[CH:19][C:18]([C:21]([N:23]3[CH2:28][CH2:27][O:26][CH2:25][CH2:24]3)=[O:22])=[CH:17][CH:16]=2)[C:5]=1[C:6]([NH2:8])=[O:7].Cl.[CH2:30]([OH:33])[CH2:31][CH3:32]. Product: [Cl:13][C:11]1[CH:10]=[C:9]([NH:14][C:15]2[CH:16]=[CH:17][C:18]([C:21]([N:23]3[CH2:24][CH2:25][O:26][CH2:27][CH2:28]3)=[O:22])=[CH:19][CH:20]=2)[C:5]([C:6]([NH2:8])=[O:7])=[C:4]([O:33][CH2:30][CH2:31][CH3:32])[N:12]=1. The catalyst class is: 6.